From a dataset of Full USPTO retrosynthesis dataset with 1.9M reactions from patents (1976-2016). Predict the reactants needed to synthesize the given product. (1) Given the product [CH2:1]([O:3][C:4](=[O:21])[CH2:5][CH:6]1[CH2:11][CH2:10][N:9]([C:12]([O:14][C:15]([CH3:16])([CH3:17])[CH3:18])=[O:13])[CH2:8][C:7]1([F:19])[F:20])[CH3:2], predict the reactants needed to synthesize it. The reactants are: [CH2:1]([O:3][C:4](=[O:21])[CH:5]=[C:6]1[CH2:11][CH2:10][N:9]([C:12]([O:14][C:15]([CH3:18])([CH3:17])[CH3:16])=[O:13])[CH2:8][C:7]1([F:20])[F:19])[CH3:2]. (2) Given the product [F:22][C:21]([F:24])([F:23])[C:19]([C:7]1[C:8]2[C:13](=[C:12]([O:14][C:15]([F:18])([F:16])[F:17])[CH:11]=[CH:10][CH:9]=2)[N:5]([CH2:4][CH2:3][O:2][CH3:1])[CH:6]=1)=[O:20], predict the reactants needed to synthesize it. The reactants are: [CH3:1][O:2][CH2:3][CH2:4][N:5]1[C:13]2[C:8](=[CH:9][CH:10]=[CH:11][C:12]=2[O:14][C:15]([F:18])([F:17])[F:16])[CH:7]=[CH:6]1.[C:19](O[C:19]([C:21]([F:24])([F:23])[F:22])=[O:20])([C:21]([F:24])([F:23])[F:22])=[O:20]. (3) Given the product [Br:1][C:2]1[C:3]([C:8]2[N:9]=[C:23]([C:14]3[C:15]4[C:20](=[CH:19][CH:18]=[CH:17][CH:16]=4)[CH:21]=[CH:22][C:13]=3[OH:12])[O:11][N:10]=2)=[N:4][CH:5]=[CH:6][CH:7]=1, predict the reactants needed to synthesize it. The reactants are: [Br:1][C:2]1[C:3]([C:8]([NH:10][OH:11])=[NH:9])=[N:4][CH:5]=[CH:6][CH:7]=1.[OH:12][C:13]1[CH:22]=[CH:21][C:20]2[C:15](=[CH:16][CH:17]=[CH:18][CH:19]=2)[C:14]=1[C:23](O)=O. (4) Given the product [C:4]([O:15][CH2:14][C:9]1[CH:8]=[C:7]([CH2:6][CH2:5][C:4]([O:3][CH2:1][CH3:2])=[O:15])[CH:12]=[CH:11][N:10]=1)(=[O:3])[CH3:5], predict the reactants needed to synthesize it. The reactants are: [CH2:1]([O:3][C:4](=[O:15])[CH2:5][CH2:6][C:7]1[CH:12]=[CH:11][N+:10]([O-])=[C:9]([CH3:14])[CH:8]=1)[CH3:2].